From a dataset of Catalyst prediction with 721,799 reactions and 888 catalyst types from USPTO. Predict which catalyst facilitates the given reaction. (1) Reactant: [Cl:1][C:2]1[C:7]([OH:8])=[CH:6][CH:5]=[CH:4][N:3]=1.C([O-])(=O)C.[Na+].[Br:14]Br. Product: [Br:14][C:4]1[N:3]=[C:2]([Cl:1])[C:7]([OH:8])=[CH:6][CH:5]=1. The catalyst class is: 15. (2) Reactant: Br[C:2]1[CH:3]=[C:4]([O:8][CH3:9])[CH:5]=[CH:6][CH:7]=1.[O:10]1[CH2:15][CH2:14][CH2:13][CH2:12][CH:11]1[O:16][C:17]1[CH:22]=[CH:21][C:20](B2OC(C)(C)C(C)(C)O2)=[CH:19][CH:18]=1. Product: [CH3:9][O:8][C:4]1[CH:3]=[C:2]([C:20]2[CH:21]=[CH:22][C:17]([O:16][CH:11]3[CH2:12][CH2:13][CH2:14][CH2:15][O:10]3)=[CH:18][CH:19]=2)[CH:7]=[CH:6][CH:5]=1. The catalyst class is: 521.